Task: Predict which catalyst facilitates the given reaction.. Dataset: Catalyst prediction with 721,799 reactions and 888 catalyst types from USPTO (1) Reactant: [CH:1]([N:4]1[CH2:9][CH2:8][N:7]([C:10]2[S:11][C:12]3[CH:18]=[C:17]([C:19]#[N:20])[CH:16]=[CH:15][C:13]=3[N:14]=2)[CH2:6][CH2:5]1)([CH3:3])[CH3:2].Cl.[NH2:22][OH:23].O.C(=O)([O-])[O-].[K+].[K+]. Product: [OH:23][NH:22][C:19]([C:17]1[CH:16]=[CH:15][C:13]2[N:14]=[C:10]([N:7]3[CH2:6][CH2:5][N:4]([CH:1]([CH3:2])[CH3:3])[CH2:9][CH2:8]3)[S:11][C:12]=2[CH:18]=1)=[NH:20]. The catalyst class is: 8. (2) Reactant: [O:1]1[CH:5]=[CH:4][C:3]([C:6]2[CH:7]=[C:8]([C:18]([F:21])([F:20])[F:19])[C:9]3[N:10]([CH:12]=[C:13]([C:15](O)=[O:16])[N:14]=3)[CH:11]=2)=[CH:2]1.[NH:22]1[CH2:27][CH2:26][CH:25]([N:28]2[CH2:32][CH2:31][O:30][C:29]2=[O:33])[CH2:24][CH2:23]1.CN(C(ON1N=NC2C=CC=NC1=2)=[N+](C)C)C.F[P-](F)(F)(F)(F)F.CCN(C(C)C)C(C)C. Product: [O:1]1[CH:5]=[CH:4][C:3]([C:6]2[CH:7]=[C:8]([C:18]([F:21])([F:20])[F:19])[C:9]3[N:10]([CH:12]=[C:13]([C:15]([N:22]4[CH2:23][CH2:24][CH:25]([N:28]5[CH2:32][CH2:31][O:30][C:29]5=[O:33])[CH2:26][CH2:27]4)=[O:16])[N:14]=3)[CH:11]=2)=[CH:2]1. The catalyst class is: 42. (3) Reactant: [CH2:1]([O:3][C:4](=[O:29])[CH2:5][CH2:6][C@H:7]([NH:21]C(OC(C)(C)C)=O)[CH2:8][C:9]1[CH:14]=[CH:13][C:12]([C:15]2[CH:20]=[CH:19][CH:18]=[CH:17][CH:16]=2)=[CH:11][CH:10]=1)[CH3:2].S(Cl)([Cl:32])=O. Product: [ClH:32].[CH2:1]([O:3][C:4](=[O:29])[CH2:5][CH2:6][C@H:7]([NH2:21])[CH2:8][C:9]1[CH:10]=[CH:11][C:12]([C:15]2[CH:20]=[CH:19][CH:18]=[CH:17][CH:16]=2)=[CH:13][CH:14]=1)[CH3:2]. The catalyst class is: 8. (4) Reactant: Cl[C:2]1[C:7]([C:8]#[N:9])=[C:6]([C:10]2[CH:15]=[CH:14][C:13]([OH:16])=[CH:12][CH:11]=2)[C:5]([C:17]#[N:18])=[C:4]([O:19][CH3:20])[N:3]=1.[S-2:21].[Na+].[Na+]. Product: [OH:16][C:13]1[CH:14]=[CH:15][C:10]([C:6]2[C:7]([C:8]#[N:9])=[C:2]([SH:21])[N:3]=[C:4]([O:19][CH3:20])[C:5]=2[C:17]#[N:18])=[CH:11][CH:12]=1. The catalyst class is: 3. (5) Reactant: [CH2:1]([S:16][CH:17]([CH2:23][CH3:24])[C:18]([O:20]CC)=[O:19])[CH2:2]/[CH:3]=[CH:4]\[CH2:5]/[CH:6]=[CH:7]\[CH2:8]/[CH:9]=[CH:10]\[CH2:11]/[CH:12]=[CH:13]\[CH2:14][CH3:15].[Li+].[OH-].Cl. Product: [CH2:1]([S:16][CH:17]([CH2:23][CH3:24])[C:18]([OH:20])=[O:19])[CH2:2]/[CH:3]=[CH:4]\[CH2:5]/[CH:6]=[CH:7]\[CH2:8]/[CH:9]=[CH:10]\[CH2:11]/[CH:12]=[CH:13]\[CH2:14][CH3:15]. The catalyst class is: 40. (6) Reactant: Cl.Cl.[CH:3]1([NH:6][C:7]([C:9]2[CH:14]=[CH:13][CH:12]=[C:11]([C:15]3[C:23]4[C:18](=[CH:19][CH:20]=[C:21]([CH:24]=[N:25]OCC)[CH:22]=4)[NH:17][N:16]=3)[CH:10]=2)=[O:8])[CH2:5][CH2:4]1.[NH2:29][NH:30][C:31](=O)[CH2:32][N:33]([CH3:35])[CH3:34].C[O-].[Na+]. Product: [CH3:34][N:33]([CH2:32][C:31]1[N:25]=[C:24]([C:21]2[CH:22]=[C:23]3[C:18](=[CH:19][CH:20]=2)[NH:17][N:16]=[C:15]3[C:11]2[CH:10]=[C:9]([C:7]([NH:6][CH:3]3[CH2:4][CH2:5]3)=[O:8])[CH:14]=[CH:13][CH:12]=2)[NH:29][N:30]=1)[CH3:35]. The catalyst class is: 5.